Dataset: Full USPTO retrosynthesis dataset with 1.9M reactions from patents (1976-2016). Task: Predict the reactants needed to synthesize the given product. (1) Given the product [CH2:74]([S:75][CH2:12][C:10]1[C:9]2[C:4](=[CH:5][CH:6]=[C:7]([C:48]3[CH:47]=[CH:46][S:45][CH:53]=3)[CH:8]=2)[NH:3][C:2]([CH3:1])([CH3:21])[CH:11]=1)[CH:73]=[CH2:67], predict the reactants needed to synthesize it. The reactants are: [CH3:1][C:2]1([CH3:21])[CH:11]=[C:10]([CH3:12])[C:9]2[C:4](=[CH:5][CH:6]=[C:7](OS(C(F)(F)F)(=O)=O)[CH:8]=2)[NH:3]1.COC1C=CC(OC)=CC=1C1C=C2C(=CC=1)NC(C)(C)C=C2C[S:45][CH2:46][CH2:47][C:48]1[CH:53]=CC=CC=1.COC1C=CC(OC)=CC=1B(O)O.[C:67]1([CH2:73][CH2:74][SH:75])C=CC=CC=1. (2) Given the product [O:1]1[C:5]2[CH:6]=[CH:7][CH:8]=[CH:9][C:4]=2[CH:3]=[C:2]1[C:10]1[N:14]2[N:15]=[C:16]([NH:19][C:28](=[O:29])[CH2:27][CH2:26][C:22]3[CH:21]=[N:20][CH:25]=[CH:24][CH:23]=3)[CH:17]=[CH:18][C:13]2=[N:12][CH:11]=1, predict the reactants needed to synthesize it. The reactants are: [O:1]1[C:5]2[CH:6]=[CH:7][CH:8]=[CH:9][C:4]=2[CH:3]=[C:2]1[C:10]1[N:14]2[N:15]=[C:16]([NH2:19])[CH:17]=[CH:18][C:13]2=[N:12][CH:11]=1.[N:20]1[CH:25]=[CH:24][CH:23]=[C:22]([CH2:26][CH2:27][C:28](O)=[O:29])[CH:21]=1.C(N(C(C)C)C(C)C)C.C(P1(=O)OP(=O)(CCC)OP(=O)(CCC)O1)CC. (3) The reactants are: OCCN1CCN(CC(NC2C(SC)=NC(C)=CC=2SC)=O)CC1.O[CH2:26][CH2:27][N:28]1[CH2:33][CH2:32][N:31]([CH2:34][C:35]([NH:37][C:38]2[C:39]([N:50]3[CH2:54][CH2:53][CH2:52][CH2:51]3)=[N:40][C:41]([CH3:49])=[CH:42][C:43]=2[N:44]2[CH2:48][CH2:47][CH2:46][CH2:45]2)=[O:36])[CH2:30][CH2:29]1.SC1NC2C=CC=CC=2N=1.[SH:65][C:66]1[O:67][C:68]2[C:74]([C:75]([F:78])([F:77])[F:76])=[CH:73][CH:72]=[CH:71][C:69]=2[N:70]=1. Given the product [F:76][C:75]([F:78])([F:77])[C:74]1[C:68]2[O:67][C:66]([S:65][CH2:26][CH2:27][N:28]3[CH2:29][CH2:30][N:31]([CH2:34][C:35]([NH:37][C:38]4[C:39]([N:50]5[CH2:51][CH2:52][CH2:53][CH2:54]5)=[N:40][C:41]([CH3:49])=[CH:42][C:43]=4[N:44]4[CH2:45][CH2:46][CH2:47][CH2:48]4)=[O:36])[CH2:32][CH2:33]3)=[N:70][C:69]=2[CH:71]=[CH:72][CH:73]=1, predict the reactants needed to synthesize it. (4) Given the product [Br:29][C:30]1[CH:35]=[CH:34][C:33]([CH:6]2[C:7](=[O:8])[C:2]([CH3:12])([CH3:1])[O:3][C:4]([CH3:11])([CH3:10])[C:5]2=[O:9])=[C:32]([CH2:37][CH3:38])[CH:31]=1, predict the reactants needed to synthesize it. The reactants are: [CH3:1][C:2]1([CH3:12])[C:7](=[O:8])[CH2:6][C:5](=[O:9])[C:4]([CH3:11])([CH3:10])[O:3]1.C(Cl)(Cl)Cl.C([O-])(=O)C.C([O-])(=O)C.C([O-])(=O)C.[Br:29][C:30]1[CH:35]=[CH:34][C:33]([Pb+3])=[C:32]([CH2:37][CH3:38])[CH:31]=1.Cl.